This data is from Full USPTO retrosynthesis dataset with 1.9M reactions from patents (1976-2016). The task is: Predict the reactants needed to synthesize the given product. (1) Given the product [S:8]1(=[O:10])(=[O:11])[C:5]2[CH:6]=[CH:7][CH:2]=[CH:3][C:4]=2[CH:14]=[N:13]1, predict the reactants needed to synthesize it. The reactants are: [Cl-].[C:2]1(C)[CH:7]=[CH:6][C:5]([S:8]([O-:11])(=[O:10])=O)=[CH:4][CH:3]=1.[NH+:13]1C=CC=C[CH:14]=1.CCN(C(C)C)C(C)C.FC(F)(F)S(OS(C(F)(F)F)(=O)=O)(=O)=O.[O-]S(C(F)(F)F)(=O)=O.CCN(C(C)C)C(C)C. (2) Given the product [C:15]([Si:12]([CH3:14])([CH3:13])[O:5][CH2:4][CH2:3][CH2:2][S:1][CH2:6][CH2:7][CH2:8][OH:9])([CH3:18])([CH3:17])[CH3:16], predict the reactants needed to synthesize it. The reactants are: [S:1]([CH2:6][CH2:7][CH2:8][OH:9])[CH2:2][CH2:3][CH2:4][OH:5].[H-].[Na+].[Si:12](Cl)([C:15]([CH3:18])([CH3:17])[CH3:16])([CH3:14])[CH3:13]. (3) Given the product [CH3:22][O:12][C:11](=[O:13])[C@@H:10]([NH:9][C:7]([O:6][CH:1]1[CH2:2][CH2:3][CH2:4][CH2:5]1)=[O:8])[CH2:14][CH2:15][CH2:16][CH2:17][CH2:18][CH:19]=[CH2:20], predict the reactants needed to synthesize it. The reactants are: [CH:1]1([O:6][C:7]([NH:9][C@@H:10]([CH2:14][CH2:15][CH2:16][CH2:17][CH2:18][CH:19]=[CH2:20])[C:11]([OH:13])=[O:12])=[O:8])[CH2:5][CH2:4][CH2:3][CH2:2]1.I[CH3:22]. (4) Given the product [CH3:37][C:30]1[CH:31]=[CH:32][CH:33]=[C:34]([CH2:35][N:51]2[CH2:56][CH2:55][O:54][CH2:53][CH2:52]2)[C:29]=1[C:25]1[CH:26]=[CH:27][CH:28]=[C:23]([S:20]([C:18]2[CH:19]=[C:15]([C:13]([NH2:12])=[NH:14])[S:16][C:17]=2[S:38][CH3:39])(=[O:21])=[O:22])[CH:24]=1, predict the reactants needed to synthesize it. The reactants are: CS(Cl)(=O)=O.C(OC(=O)[NH:12][C:13]([C:15]1[S:16][C:17]([S:38][CH3:39])=[C:18]([S:20]([C:23]2[CH:24]=[C:25]([C:29]3[C:34]([CH2:35]O)=[CH:33][CH:32]=[CH:31][C:30]=3[CH3:37])[CH:26]=[CH:27][CH:28]=2)(=[O:22])=[O:21])[CH:19]=1)=[NH:14])(C)(C)C.C(N(C(C)C)CC)(C)C.C[N:51]1[CH2:56][CH2:55][O:54][CH2:53][CH2:52]1. (5) The reactants are: [F:1][C:2]1([CH2:8][N:9]2[CH2:14][CH2:13][CH:12]([CH2:15][O:16][C:17]3[CH:22]=[CH:21][C:20]([C:23]4[CH:28]=[CH:27][C:26]([C:29]([O:31]C)=[O:30])=[CH:25][CH:24]=4)=[CH:19][CH:18]=3)[CH2:11][CH2:10]2)[CH2:7][CH2:6][CH2:5][CH2:4][CH2:3]1.O[Li].O. Given the product [F:1][C:2]1([CH2:8][N:9]2[CH2:10][CH2:11][CH:12]([CH2:15][O:16][C:17]3[CH:18]=[CH:19][C:20]([C:23]4[CH:28]=[CH:27][C:26]([C:29]([OH:31])=[O:30])=[CH:25][CH:24]=4)=[CH:21][CH:22]=3)[CH2:13][CH2:14]2)[CH2:3][CH2:4][CH2:5][CH2:6][CH2:7]1, predict the reactants needed to synthesize it. (6) Given the product [F:43][C:38]1[C:37]([C:16]2[CH:17]=[CH:18][C:19]3[O:20][C@H:21]4[CH2:26][CH2:25][NH:24][CH2:23][C@@H:22]4[C:12]4([CH2:11][O:10][C:9]([NH:8][C:6](=[O:7])[O:5][C:1]([CH3:3])([CH3:2])[CH3:4])=[N:13]4)[C:14]=3[CH:15]=2)=[CH:42][CH:41]=[CH:40][N:39]=1, predict the reactants needed to synthesize it. The reactants are: [C:1]([O:5][C:6]([NH:8][C:9]1[O:10][CH2:11][C:12]2([C@H:22]3[CH2:23][N:24](C(OCC4C=CC=CC=4)=O)[CH2:25][CH2:26][C@@H:21]3[O:20][C:19]3[CH:18]=[CH:17][C:16]([C:37]4[C:38]([F:43])=[N:39][CH:40]=[CH:41][CH:42]=4)=[CH:15][C:14]2=3)[N:13]=1)=[O:7])([CH3:4])([CH3:3])[CH3:2]. (7) Given the product [CH2:18]([O:17][P:12]([CH2:11][CH:6]([CH2:7][CH:8]([CH3:10])[CH3:9])[CH2:5][C:4]([OH:20])=[O:3])([O:14][CH2:15][CH3:16])=[O:13])[CH3:19], predict the reactants needed to synthesize it. The reactants are: C([O:3][C:4](=[O:20])[CH2:5][CH:6]([CH2:11][P:12]([O:17][CH2:18][CH3:19])([O:14][CH2:15][CH3:16])=[O:13])[CH2:7][CH:8]([CH3:10])[CH3:9])C.[OH-].[Na+]. (8) Given the product [Cl:1][C:2]1[N:7]=[CH:6][C:5]([C:8]2[NH:21][C:22]3=[N:23][CH:24]=[CH:25][CH:26]=[C:27]3[CH:9]=2)=[CH:4][CH:3]=1, predict the reactants needed to synthesize it. The reactants are: [Cl:1][C:2]1[N:7]=[CH:6][C:5]([C:8](=O)[CH3:9])=[CH:4][CH:3]=1.C[Si](C)(C)N[Si](C)(C)C.[Na].[NH2:21][C:22]1[C:27](Br)=[CH:26][CH:25]=[CH:24][N:23]=1.F[B-](F)(F)F.C(P(C(C)(C)C)C(C)(C)C)(C)(C)C. (9) Given the product [NH2:22][C:8]([C:6]1[CH:7]=[C:2]([Br:1])[CH:3]=[CH:4][C:5]=1[F:29])([CH3:9])[C:10]([F:20])([F:21])[CH2:11][OH:12], predict the reactants needed to synthesize it. The reactants are: [Br:1][C:2]1[CH:3]=[CH:4][C:5]([F:29])=[C:6]([C:8]([NH:22]S(C(C)(C)C)=O)([C:10]([F:21])([F:20])[CH2:11][O:12][Si](C(C)(C)C)(C)C)[CH3:9])[CH:7]=1.